This data is from Forward reaction prediction with 1.9M reactions from USPTO patents (1976-2016). The task is: Predict the product of the given reaction. (1) Given the reactants F[C:2]1[N:10]=[C:9]2[C:5]([N:6]=[CH:7][N:8]2C2CCCCO2)=[C:4]([N:17]2[CH2:23][C:19]3([CH2:22][O:21][CH2:20]3)[CH2:18]2)[N:3]=1.[C:24]([NH2:28])([CH3:27])([CH3:26])[CH3:25].CC1C=CC(S(O)(=O)=O)=CC=1, predict the reaction product. The product is: [C:24]([NH:28][C:2]1[N:10]=[C:9]2[C:5]([N:6]=[CH:7][NH:8]2)=[C:4]([N:17]2[CH2:23][C:19]3([CH2:20][O:21][CH2:22]3)[CH2:18]2)[N:3]=1)([CH3:27])([CH3:26])[CH3:25]. (2) Given the reactants [NH2:1][C:2]1([C:7]2[CH:12]=[C:11]([Br:13])[CH:10]=[CH:9][C:8]=2[F:14])[CH2:4][CH:3]1[CH2:5][OH:6].ClCCl.[Cl:18][CH2:19][C:20](Cl)=[O:21], predict the reaction product. The product is: [Br:13][C:11]1[CH:10]=[CH:9][C:8]([F:14])=[C:7]([C:2]2([NH:1][C:20](=[O:21])[CH2:19][Cl:18])[CH2:4][CH:3]2[CH2:5][OH:6])[CH:12]=1. (3) Given the reactants [CH2:1]([O:8][C:9](=[O:32])[C@@H:10](NC(=O)[C@@H](NC(OC(C)(C)C)=O)C)[CH2:11][CH2:12][C:13]1[CH:18]=[CH:17][CH:16]=[CH:15][CH:14]=1)[C:2]1[CH:7]=[CH:6][CH:5]=[CH:4][CH:3]=1.FC(F)(F)C(O)=[O:36].[CH:40]([N:43](CC)C(C)C)([CH3:42])[CH3:41].[CH2:49]1[C:57]2[C:52](=[CH:53][CH:54]=[CH:55][CH:56]=2)[CH2:51][CH:50]1[C:58]([OH:60])=O.CN(C(ON1N=NC2C=CC=NC1=2)=[N+](C)C)C.F[P-](F)(F)(F)(F)F, predict the reaction product. The product is: [CH2:1]([O:8][C:9](=[O:32])[C@H:10]([C:41](=[O:36])[C@@H:40]([NH:43][C:58]([CH:50]1[CH2:49][C:57]2[C:52](=[CH:53][CH:54]=[CH:55][CH:56]=2)[CH2:51]1)=[O:60])[CH3:42])[CH2:11][CH2:12][C:13]1[CH:14]=[CH:15][CH:16]=[CH:17][CH:18]=1)[C:2]1[CH:3]=[CH:4][CH:5]=[CH:6][CH:7]=1. (4) The product is: [CH:14]1([NH:13][C:44](=[O:46])[CH2:43][N:40]2[C:41]3[C:36](=[N:35][CH:34]=[C:33]([CH2:32][C:29]4[CH:30]=[CH:31][C:26]([F:25])=[CH:27][CH:28]=4)[CH:42]=3)[C:37]([OH:55])=[C:38]([C:48]([NH:50][CH2:51][CH2:52][O:53][CH3:54])=[O:49])[C:39]2=[O:47])[CH2:15][CH2:16][CH2:11]1. Given the reactants F[P-](F)(F)(F)(F)F.N1(OC(N(C)C)=[N+](C)C)C2[N:13]=[CH:14][CH:15]=[CH:16][C:11]=2N=N1.[F:25][C:26]1[CH:31]=[CH:30][C:29]([CH2:32][C:33]2[CH:42]=[C:41]3[C:36]([C:37]([OH:55])=[C:38]([C:48]([NH:50][CH2:51][CH2:52][O:53][CH3:54])=[O:49])[C:39](=[O:47])[N:40]3[CH2:43][C:44]([OH:46])=O)=[N:35][CH:34]=2)=[CH:28][CH:27]=1.C(N(CC)CC)C.C1(N)CCC1, predict the reaction product.